Predict which catalyst facilitates the given reaction. From a dataset of Catalyst prediction with 721,799 reactions and 888 catalyst types from USPTO. (1) Reactant: [F:1][C:2]1[CH:11]=[CH:10][C:5]([C:6](=[N:8][OH:9])[NH2:7])=[CH:4][CH:3]=1.[C:12](Cl)(=O)[C:13]1[CH:18]=[CH:17][CH:16]=[N:15][CH:14]=1. Product: [F:1][C:2]1[CH:11]=[CH:10][C:5]([C:6]2[N:7]=[C:12]([C:13]3[CH:14]=[N:15][CH:16]=[CH:17][CH:18]=3)[O:9][N:8]=2)=[CH:4][CH:3]=1. The catalyst class is: 17. (2) Reactant: Br[C:2]1[CH:7]=[CH:6][C:5]([C:8]([F:11])([F:10])[F:9])=[CH:4][CH:3]=1.[C:12]([O:16][C:17]([NH:19][C@H:20]([C:22](N(OC)C)=[O:23])[CH3:21])=[O:18])([CH3:15])([CH3:14])[CH3:13]. Product: [C:12]([O:16][C:17](=[O:18])[NH:19][C@@H:20]([CH3:21])[C:22](=[O:23])[C:2]1[CH:7]=[CH:6][C:5]([C:8]([F:11])([F:10])[F:9])=[CH:4][CH:3]=1)([CH3:15])([CH3:13])[CH3:14]. The catalyst class is: 1. (3) Product: [NH2:1][C:2]1[CH:7]=[CH:6][C:5]([Br:17])=[CH:4][C:3]=1[C:8]([C:10]1[CH:11]=[CH:12][CH:13]=[CH:14][CH:15]=1)=[O:9]. The catalyst class is: 52. Reactant: [NH2:1][C:2]1[CH:7]=[CH:6][CH:5]=[CH:4][C:3]=1[C:8]([C:10]1[CH:15]=[CH:14][CH:13]=[CH:12][CH:11]=1)=[O:9].[K+].[Br-:17].[NH4+].B(O[O-])=O.[Na+]. (4) Reactant: [Br:1][C:2]1[CH:7]=[CH:6][C:5]([Mg]Br)=[CH:4][CH:3]=1.Cl[CH2:11][SiH:12]([O:17][CH:18]([CH3:20])[CH3:19])[O:13][CH:14]([CH3:16])[CH3:15].BrC1C=CC(Br)=CC=1. Product: [Br:1][C:2]1[CH:7]=[CH:6][C:5]([Si:12]([CH3:11])([O:17][CH:18]([CH3:20])[CH3:19])[O:13][CH:14]([CH3:16])[CH3:15])=[CH:4][CH:3]=1. The catalyst class is: 1. (5) Reactant: [Cl-].[Al+3].[Cl-].[Cl-].C[O:6][C:7]1[CH:16]=[CH:15][C:10]2[N:11]=[C:12]([Cl:14])[S:13][C:9]=2[CH:8]=1.Cl. Product: [Cl:14][C:12]1[S:13][C:9]2[CH:8]=[C:7]([OH:6])[CH:16]=[CH:15][C:10]=2[N:11]=1. The catalyst class is: 11.